This data is from Forward reaction prediction with 1.9M reactions from USPTO patents (1976-2016). The task is: Predict the product of the given reaction. Given the reactants [F:1][C:2]1[CH:8]=[CH:7][CH:6]=[CH:5][C:3]=1[NH2:4].[N+:9]([C:12]1[CH:20]=[CH:19][CH:18]=[CH:17][C:13]=1[C:14](Cl)=[O:15])([O-:11])=[O:10], predict the reaction product. The product is: [N+:9]([C:12]1[CH:20]=[CH:19][CH:18]=[CH:17][C:13]=1[C:14]([NH:4][C:3]1[CH:5]=[CH:6][CH:7]=[CH:8][C:2]=1[F:1])=[O:15])([O-:11])=[O:10].